This data is from Reaction yield outcomes from USPTO patents with 853,638 reactions. The task is: Predict the reaction yield, written as a fraction of the theoretical maximum amount of product (1.0 means a 100% yield; for example, 0.34 means a 34% yield). The reactants are F[C:2]1[CH:9]=[CH:8][C:5]([CH:6]=[O:7])=[CH:4][CH:3]=1.C([O-])([O-])=O.[K+].[K+].[NH:16]1[CH:20]=[N:19][CH:18]=[N:17]1. The catalyst is CN(C=O)C.O. The product is [N:16]1([C:2]2[CH:9]=[CH:8][C:5]([CH:6]=[O:7])=[CH:4][CH:3]=2)[CH:20]=[N:19][CH:18]=[N:17]1. The yield is 0.650.